From a dataset of TCR-epitope binding with 47,182 pairs between 192 epitopes and 23,139 TCRs. Binary Classification. Given a T-cell receptor sequence (or CDR3 region) and an epitope sequence, predict whether binding occurs between them. (1) The epitope is QARQMVQAMRTIGTHP. The TCR CDR3 sequence is CASSQSPGGIAFF. Result: 0 (the TCR does not bind to the epitope). (2) The epitope is KLPDDFTGCV. The TCR CDR3 sequence is CASSQDRVVVAGDTGELFF. Result: 1 (the TCR binds to the epitope). (3) The epitope is TVYDPLQPELDSFK. The TCR CDR3 sequence is CASSPRASGGEQYF. Result: 0 (the TCR does not bind to the epitope). (4) The epitope is YYRRATRRIR. The TCR CDR3 sequence is CASSLSRTSQETQYF. Result: 0 (the TCR does not bind to the epitope).